This data is from Catalyst prediction with 721,799 reactions and 888 catalyst types from USPTO. The task is: Predict which catalyst facilitates the given reaction. (1) Reactant: Cl.[NH2:2][C@H:3]([C:6]([OH:8])=[O:7])[CH2:4][SH:5].C([O-])(=O)C.[K+].CO.[C:16]([O:20][C:21]([N:23]1[CH2:28][CH2:27][CH:26]([CH:29]=O)[CH2:25][CH2:24]1)=[O:22])([CH3:19])([CH3:18])[CH3:17]. Product: [C:16]([O:20][C:21]([N:23]1[CH2:28][CH2:27][CH:26]([C@@H:29]2[NH:2][CH:3]([C:6]([OH:8])=[O:7])[CH2:4][S:5]2)[CH2:25][CH2:24]1)=[O:22])([CH3:19])([CH3:17])[CH3:18]. The catalyst class is: 6. (2) Reactant: [OH:1][C:2]1[C:27]([O:28][CH3:29])=[CH:26][C:5]2[C:6]3[N:11]([CH:12]([C:14]([CH3:19])([CH3:18])[CH2:15][O:16][CH3:17])[CH2:13][C:4]=2[CH:3]=1)[CH:10]=[C:9]([C:20]([O:22][CH2:23][CH3:24])=[O:21])[C:8](=[O:25])[CH:7]=3.C(=O)([O-])[O-].[K+].[K+].Cl.Cl[CH2:38][CH2:39][CH2:40][N:41]([CH3:43])[CH3:42].O. Product: [CH3:42][N:41]([CH3:43])[CH2:40][CH2:39][CH2:38][O:1][C:2]1[C:27]([O:28][CH3:29])=[CH:26][C:5]2[C:6]3[N:11]([CH:12]([C:14]([CH3:18])([CH3:19])[CH2:15][O:16][CH3:17])[CH2:13][C:4]=2[CH:3]=1)[CH:10]=[C:9]([C:20]([O:22][CH2:23][CH3:24])=[O:21])[C:8](=[O:25])[CH:7]=3. The catalyst class is: 3. (3) Reactant: C(OC([N:8]1[CH2:13][CH2:12][CH:11]([C:14]([C:16]2[CH:24]=[CH:23][C:19]3[O:20][CH2:21][O:22][C:18]=3[CH:17]=2)=[O:15])[CH2:10][CH2:9]1)=O)(C)(C)C.C(O)(C(F)(F)F)=O. Product: [O:20]1[C:19]2[CH:23]=[CH:24][C:16]([C:14]([CH:11]3[CH2:10][CH2:9][NH:8][CH2:13][CH2:12]3)=[O:15])=[CH:17][C:18]=2[O:22][CH2:21]1. The catalyst class is: 2. (4) Reactant: [CH2:1]([O:8][C:9]([NH:11][C:12]([CH3:18])([CH3:17])[CH2:13][C:14]([OH:16])=[O:15])=[O:10])[C:2]1[CH:7]=[CH:6][CH:5]=[CH:4][CH:3]=1.C1N=CN(C(N2C=NC=C2)=O)C=1.O[CH2:32][CH2:33][N:34]1[CH2:39][CH2:38][CH2:37][CH2:36][CH2:35]1.O. Product: [CH2:1]([O:8][C:9]([NH:11][C:12]([CH3:18])([CH3:17])[CH2:13][C:14]([O:16][CH2:32][CH2:33][N:34]1[CH2:39][CH2:38][CH2:37][CH2:36][CH2:35]1)=[O:15])=[O:10])[C:2]1[CH:3]=[CH:4][CH:5]=[CH:6][CH:7]=1. The catalyst class is: 9.